The task is: Predict the product of the given reaction.. This data is from Forward reaction prediction with 1.9M reactions from USPTO patents (1976-2016). (1) Given the reactants [F:1][C:2]1[CH:11]=[C:10]([O:12][CH2:13][CH2:14][C@@H:15]2[CH2:17][C@@H:16]2[CH:18]2[CH2:23][CH2:22][N:21]([CH2:24][C:25]([F:28])([F:27])[F:26])[CH2:20][CH2:19]2)[CH:9]=[C:8]([F:29])[C:3]=1[C:4]([O:6]C)=[O:5].[OH-].[Na+].Cl, predict the reaction product. The product is: [F:29][C:8]1[CH:9]=[C:10]([O:12][CH2:13][CH2:14][C@@H:15]2[CH2:17][C@@H:16]2[CH:18]2[CH2:23][CH2:22][N:21]([CH2:24][C:25]([F:28])([F:26])[F:27])[CH2:20][CH2:19]2)[CH:11]=[C:2]([F:1])[C:3]=1[C:4]([OH:6])=[O:5]. (2) Given the reactants F[C:2]1[CH:7]=[CH:6][C:5]([N+:8]([O-:10])=[O:9])=[C:4]([O:11][CH3:12])[CH:3]=1.C(N(CC)CC)C.Cl.[CH3:21][NH:22][CH2:23][C:24]([O:26][C:27]([CH3:30])([CH3:29])[CH3:28])=[O:25].O, predict the reaction product. The product is: [CH3:12][O:11][C:4]1[CH:3]=[C:2]([N:22]([CH3:21])[CH2:23][C:24]([O:26][C:27]([CH3:30])([CH3:29])[CH3:28])=[O:25])[CH:7]=[CH:6][C:5]=1[N+:8]([O-:10])=[O:9]. (3) Given the reactants [Br:1][C:2]1[CH:9]=[CH:8][C:5]([CH:6]=O)=[C:4]([O:10][CH2:11][C:12]#[C:13][C:14]2[C:18]([C:19]([F:22])([F:21])[F:20])=[C:17]([C:23]3[CH:28]=[CH:27][CH:26]=[CH:25][CH:24]=3)[O:16][N:15]=2)[CH:3]=1.Cl.[NH2:30][OH:31].C([O-])(=O)C.[Na+], predict the reaction product. The product is: [Br:1][C:2]1[CH:9]=[CH:8][C:5](/[CH:6]=[N:30]/[OH:31])=[C:4]([O:10][CH2:11][C:12]#[C:13][C:14]2[C:18]([C:19]([F:21])([F:20])[F:22])=[C:17]([C:23]3[CH:24]=[CH:25][CH:26]=[CH:27][CH:28]=3)[O:16][N:15]=2)[CH:3]=1. (4) Given the reactants [Cl:1][C:2]1[CH:3]=[N:4][C:5]2[N:6]([N:8]=[C:9]([C:11]([OH:13])=O)[CH:10]=2)[CH:7]=1.[CH3:14][CH:15]1[CH2:20][C:19]([C:21]2[CH:22]=[C:23]([CH3:27])[CH:24]=[CH:25][CH:26]=2)=[CH:18][CH2:17][NH:16]1, predict the reaction product. The product is: [Cl:1][C:2]1[CH:3]=[N:4][C:5]2[N:6]([N:8]=[C:9]([C:11]([N:16]3[CH2:17][CH:18]=[C:19]([C:21]4[CH:22]=[C:23]([CH3:27])[CH:24]=[CH:25][CH:26]=4)[CH2:20][CH:15]3[CH3:14])=[O:13])[CH:10]=2)[CH:7]=1. (5) Given the reactants [CH:1]1([N:5]2[CH2:10][CH2:9][N:8]([C:11](=[O:39])[CH2:12][N:13]3[CH2:18][CH2:17][C:16]4([C:26]5[C:21](=[CH:22][CH:23]=[CH:24][CH:25]=5)[C:20](=[O:27])[N:19]4CC4C=CC(OC)=CC=4OC)[CH2:15][CH2:14]3)[CH2:7][CH2:6]2)[CH2:4][CH2:3][CH2:2]1, predict the reaction product. The product is: [CH:1]1([N:5]2[CH2:10][CH2:9][N:8]([C:11](=[O:39])[CH2:12][N:13]3[CH2:18][CH2:17][C:16]4([C:26]5[C:21](=[CH:22][CH:23]=[CH:24][CH:25]=5)[C:20](=[O:27])[NH:19]4)[CH2:15][CH2:14]3)[CH2:7][CH2:6]2)[CH2:2][CH2:3][CH2:4]1. (6) Given the reactants [CH2:1]([NH:5][CH2:6][CH:7]([CH3:9])[CH3:8])[CH:2]([CH3:4])[CH3:3].C(N(CC)CC)C.[C:17](Cl)(=[O:19])[CH3:18], predict the reaction product. The product is: [CH2:1]([N:5]([CH2:6][CH:7]([CH3:9])[CH3:8])[C:17](=[O:19])[CH3:18])[CH:2]([CH3:4])[CH3:3].